This data is from Full USPTO retrosynthesis dataset with 1.9M reactions from patents (1976-2016). The task is: Predict the reactants needed to synthesize the given product. (1) The reactants are: Cl[CH2:2][CH2:3][NH:4][C:5](=O)[C:6]1[CH:11]=[CH:10][CH:9]=[CH:8][CH:7]=1.P(Cl)(Cl)(Cl)(Cl)Cl.[CH:19]([C:22]1[C:30]2[C:29]3[CH:31]=[CH:32][CH:33]=[CH:34][C:28]=3[O:27][C:26]=2[CH:25]=[C:24]([CH:35]([CH3:37])[CH3:36])[C:23]=1[NH2:38])([CH3:21])[CH3:20]. Given the product [CH:19]([C:22]1[C:30]2[C:29]3[CH:31]=[CH:32][CH:33]=[CH:34][C:28]=3[O:27][C:26]=2[CH:25]=[C:24]([CH:35]([CH3:37])[CH3:36])[C:23]=1[N:38]1[CH2:2][CH2:3][N:4]=[C:5]1[C:6]1[CH:11]=[CH:10][CH:9]=[CH:8][CH:7]=1)([CH3:21])[CH3:20], predict the reactants needed to synthesize it. (2) Given the product [Br:1][C:2]1[CH:3]=[C:4]([N:8]2[CH:13]=[C:12]([O:14][CH2:32][C:29]3[CH:30]=[CH:31][C:26]([O:25][CH3:24])=[CH:27][CH:28]=3)[C:11](=[O:15])[CH:10]=[C:9]2[CH2:16][OH:17])[CH:5]=[CH:6][CH:7]=1, predict the reactants needed to synthesize it. The reactants are: [Br:1][C:2]1[CH:3]=[C:4]([N:8]2[CH:13]=[C:12]([OH:14])[C:11](=[O:15])[CH:10]=[C:9]2[CH2:16][OH:17])[CH:5]=[CH:6][CH:7]=1.C([O-])([O-])=O.[K+].[K+].[CH3:24][O:25][C:26]1[CH:31]=[CH:30][C:29]([CH2:32]Cl)=[CH:28][CH:27]=1.O. (3) Given the product [CH2:10]1[C:11]2([CH2:15][CH2:14][CH2:13][N:12]2[CH2:40][C:39]2[CH:42]=[CH:43][C:36]([O:35][CH:33]3[CH2:34][N:31]([C:29]([C:27]4[O:28][C:24]([C:21]5[CH:20]=[CH:19][C:18]([CH:17]([F:46])[F:16])=[CH:23][CH:22]=5)=[N:25][N:26]=4)=[O:30])[CH2:32]3)=[C:37]([O:44][CH3:45])[CH:38]=2)[CH2:8][O:9]1, predict the reactants needed to synthesize it. The reactants are: OC(C(F)(F)F)=O.[CH2:8]1[C:11]2([CH2:15][CH2:14][CH2:13][NH:12]2)[CH2:10][O:9]1.[F:16][CH:17]([F:46])[C:18]1[CH:23]=[CH:22][C:21]([C:24]2[O:28][C:27]([C:29]([N:31]3[CH2:34][CH:33]([O:35][C:36]4[CH:43]=[CH:42][C:39]([CH:40]=O)=[CH:38][C:37]=4[O:44][CH3:45])[CH2:32]3)=[O:30])=[N:26][N:25]=2)=[CH:20][CH:19]=1.C(N(CC)CC)C.[Na].C([O-])(O)=O.[Na+]. (4) Given the product [CH2:1]([O:3][C:4](=[O:17])[CH2:5][C:6]1([CH3:16])[CH2:15][CH2:14][C:13]2[C:8](=[CH:9][CH:10]=[C:11]([S:19]([Cl:18])(=[O:21])=[O:20])[CH:12]=2)[O:7]1)[CH3:2], predict the reactants needed to synthesize it. The reactants are: [CH2:1]([O:3][C:4](=[O:17])[CH2:5][C:6]1([CH3:16])[CH2:15][CH2:14][C:13]2[C:8](=[CH:9][CH:10]=[CH:11][CH:12]=2)[O:7]1)[CH3:2].[Cl:18][S:19](O)(=[O:21])=[O:20]. (5) Given the product [C:29]1([S:28]([CH2:27][C:24]2[CH:25]=[CH:26][N:22]3[C:23]=2[C:18]([NH:17][C:4]2[CH:5]=[CH:6][C:7]([O:8][CH2:9][C:10]4[CH:15]=[CH:14][CH:13]=[C:12]([F:16])[CH:11]=4)=[C:2]([Cl:1])[CH:3]=2)=[N:19][CH:20]=[N:21]3)=[O:43])[CH:30]=[CH:31][CH:32]=[CH:33][CH:34]=1, predict the reactants needed to synthesize it. The reactants are: [Cl:1][C:2]1[CH:3]=[C:4]([NH:17][C:18]2[C:23]3=[C:24]([CH2:27][S:28][C:29]4[CH:34]=[CH:33][CH:32]=[CH:31][CH:30]=4)[CH:25]=[CH:26][N:22]3[N:21]=[CH:20][N:19]=2)[CH:5]=[CH:6][C:7]=1[O:8][CH2:9][C:10]1[CH:15]=[CH:14][CH:13]=[C:12]([F:16])[CH:11]=1.ClC1C=CC=C(C(OO)=[O:43])C=1. (6) Given the product [Br:13][C:14]1[CH:15]=[C:16]([CH:20]=[CH:21][C:22]=1[F:23])[C:17]([NH:4][C:3]1[CH:5]=[CH:6][CH:7]=[C:8]([C:9]([F:10])([F:11])[F:12])[C:2]=1[F:1])=[O:18], predict the reactants needed to synthesize it. The reactants are: [F:1][C:2]1[C:8]([C:9]([F:12])([F:11])[F:10])=[CH:7][CH:6]=[CH:5][C:3]=1[NH2:4].[Br:13][C:14]1[CH:15]=[C:16]([CH:20]=[CH:21][C:22]=1[F:23])[C:17](Cl)=[O:18].C(N(CC)CC)C.